Predict which catalyst facilitates the given reaction. From a dataset of Catalyst prediction with 721,799 reactions and 888 catalyst types from USPTO. (1) Reactant: [N:1]1[CH:6]=[CH:5][C:4]([C:7]([NH:9][NH:10][C:11]([CH:13]2[CH2:18][CH2:17][CH:16]([CH2:19][CH2:20][CH2:21][CH2:22][CH3:23])[CH2:15][CH2:14]2)=O)=O)=[CH:3][CH:2]=1.COC1C=CC(P2(SP(C3C=CC(OC)=CC=3)(=S)S2)=[S:33])=CC=1. Product: [CH2:19]([C@H:16]1[CH2:17][CH2:18][C@H:13]([C:11]2[S:33][C:7]([C:4]3[CH:5]=[CH:6][N:1]=[CH:2][CH:3]=3)=[N:9][N:10]=2)[CH2:14][CH2:15]1)[CH2:20][CH2:21][CH2:22][CH3:23]. The catalyst class is: 11. (2) Reactant: C1C=CC(P(C2C=CC=CC=2)C2C=CC=CC=2)=CC=1.CCOC(/N=N/C(OCC)=O)=O.[Br:32][C:33]1[C:41]2[C:40](=[O:42])[NH:39][N:38]=[CH:37][C:36]=2[S:35][CH:34]=1.[N:43]1[C:52]2[C:47](=[CH:48][CH:49]=[CH:50][CH:51]=2)[CH:46]=[CH:45][C:44]=1[CH2:53][CH2:54]O. Product: [Br:32][C:33]1[C:41]2[C:40](=[O:42])[N:39]([CH2:54][CH2:53][C:44]3[CH:45]=[CH:46][C:47]4[C:52](=[CH:51][CH:50]=[CH:49][CH:48]=4)[N:43]=3)[N:38]=[CH:37][C:36]=2[S:35][CH:34]=1. The catalyst class is: 1. (3) Product: [Br:13][C:10]1[CH:11]=[CH:12][C:7]([CH2:6][CH2:5][OH:4])=[C:8]([N+:14]([O-:16])=[O:15])[CH:9]=1. Reactant: C([O:4][CH2:5][CH2:6][C:7]1[CH:12]=[CH:11][C:10]([Br:13])=[CH:9][C:8]=1[N+:14]([O-:16])=[O:15])(=O)C.[OH-].[Na+].[Cl-].[NH4+].Cl. The catalyst class is: 125. (4) Reactant: [CH2:1]([O:3][C:4](=[O:23])[CH2:5][NH:6][C:7]([C:9]1[C:10](=[O:22])[S:11][C:12]2[C:17]([C:18]=1[OH:19])=[CH:16][C:15]([Cl:20])=[CH:14][C:13]=2Br)=[O:8])[CH3:2].[CH3:24][Sn](C)(C)C. Product: [CH2:1]([O:3][C:4](=[O:23])[CH2:5][NH:6][C:7]([C:9]1[C:10](=[O:22])[S:11][C:12]2[C:17]([C:18]=1[OH:19])=[CH:16][C:15]([Cl:20])=[CH:14][C:13]=2[CH3:24])=[O:8])[CH3:2]. The catalyst class is: 42. (5) Reactant: [CH3:1][C:2]1[CH:8]=[C:7]([CH3:9])[CH:6]=[C:5]([CH3:10])[C:3]=1[NH2:4].[CH:11]([CH:13]=O)=O.[Cl-].[NH4+:16].[CH2:17]=O.P(=O)(O)(O)O. Product: [C:2]1([CH3:1])[CH:8]=[C:7]([CH3:9])[CH:6]=[C:5]([CH3:10])[C:3]=1[N:4]1[CH:13]=[CH:11][N:16]=[CH:17]1. The catalyst class is: 5. (6) Reactant: C(OC(=O)[NH:7][CH:8]1[CH2:13][CH2:12][CH:11]([NH:14][C:15]2[C:16]3[N:17]([C:21]([C:24]4[CH:29]=[CH:28][CH:27]=[C:26]([NH:30][CH2:31][C:32]5[CH:37]=[CH:36][CH:35]=[CH:34][C:33]=5[Cl:38])[N:25]=4)=[CH:22][N:23]=3)[CH:18]=[CH:19][N:20]=2)[CH2:10][CH2:9]1)(C)(C)C. Product: [Cl:38][C:33]1[CH:34]=[CH:35][CH:36]=[CH:37][C:32]=1[CH2:31][NH:30][C:26]1[N:25]=[C:24]([C:21]2[N:17]3[CH:18]=[CH:19][N:20]=[C:15]([NH:14][CH:11]4[CH2:10][CH2:9][CH:8]([NH2:7])[CH2:13][CH2:12]4)[C:16]3=[N:23][CH:22]=2)[CH:29]=[CH:28][CH:27]=1. The catalyst class is: 361.